From a dataset of Reaction yield outcomes from USPTO patents with 853,638 reactions. Predict the reaction yield, written as a fraction of the theoretical maximum amount of product (1.0 means a 100% yield; for example, 0.34 means a 34% yield). (1) The reactants are [Cl:1][C:2]1[CH:7]=[CH:6][C:5]([C:8]([C:10]2[C:14]([C:15]3[C:16]([CH3:22])=[N:17][O:18][C:19]=3[CH2:20][OH:21])=[CH:13][N:12]([CH3:23])[N:11]=2)=[O:9])=[CH:4][CH:3]=1.C(N(CC)CC)C.[CH3:31][S:32](Cl)(=[O:34])=[O:33].C(=O)(O)[O-].[Na+]. The catalyst is C(Cl)Cl. The product is [CH3:31][S:32]([O:21][CH2:20][C:19]1[O:18][N:17]=[C:16]([CH3:22])[C:15]=1[C:14]1[C:10]([C:8](=[O:9])[C:5]2[CH:6]=[CH:7][C:2]([Cl:1])=[CH:3][CH:4]=2)=[N:11][N:12]([CH3:23])[CH:13]=1)(=[O:34])=[O:33]. The yield is 0.560. (2) The yield is 0.200. The product is [F:4][C:5]1[CH:10]=[CH:9][C:8]([C:11]2[O:12][C:13]3[CH:23]=[CH:22][C:21]([C:24]4[CH:33]=[CH:32][CH:31]=[C:26]([C:27]5[O:29][N:40]=[C:36]([CH:37]([CH3:39])[CH3:38])[N:35]=5)[CH:25]=4)=[CH:20][C:14]=3[C:15]=2[C:16]([NH:17][CH3:18])=[O:19])=[CH:7][CH:6]=1. The catalyst is CCO. The reactants are C[O-].[Na+].[F:4][C:5]1[CH:10]=[CH:9][C:8]([C:11]2[O:12][C:13]3[CH:23]=[CH:22][C:21]([C:24]4[CH:25]=[C:26]([CH:31]=[CH:32][CH:33]=4)[C:27]([O:29]C)=O)=[CH:20][C:14]=3[C:15]=2[C:16](=[O:19])[NH:17][CH3:18])=[CH:7][CH:6]=1.O/[N:35]=[C:36](\[NH2:40])/[CH:37]([CH3:39])[CH3:38]. (3) The reactants are [CH3:1][CH:2]1[CH2:10][C:9]2[C:4](=[CH:5][CH:6]=[C:7]([C:11]([O:20][Si:21]([CH2:26][CH3:27])([CH2:24][CH3:25])[CH2:22][CH3:23])([C:16]([F:19])([F:18])[F:17])[C:12]([F:15])([F:14])[F:13])[CH:8]=2)[NH:3]1.[C:28]1([CH:34]2[CH2:36][O:35]2)[CH:33]=[CH:32][CH:31]=[CH:30][CH:29]=1.Cl([O-])(=O)(=O)=O.[Li+].[NH4+].[Cl-]. The catalyst is C(#N)C.CCOCC. The product is [CH3:1][CH:2]1[CH2:10][C:9]2[C:4](=[CH:5][CH:6]=[C:7]([C:11]([O:20][Si:21]([CH2:24][CH3:25])([CH2:22][CH3:23])[CH2:26][CH3:27])([C:12]([F:15])([F:14])[F:13])[C:16]([F:17])([F:18])[F:19])[CH:8]=2)[N:3]1[CH:34]([C:28]1[CH:33]=[CH:32][CH:31]=[CH:30][CH:29]=1)[CH2:36][OH:35]. The yield is 0.520.